This data is from Catalyst prediction with 721,799 reactions and 888 catalyst types from USPTO. The task is: Predict which catalyst facilitates the given reaction. (1) Reactant: [CH3:1][O:2][C:3]1[N:4]=[C:5]2[C:10](=[CH:11][CH:12]=1)[NH:9][C:8](=[O:13])[CH2:7][CH2:6]2.[CH3:14]C(C)([O-])C.[K+].CI.[Na+].[Cl-]. Product: [CH3:1][O:2][C:3]1[N:4]=[C:5]2[C:10](=[CH:11][CH:12]=1)[N:9]([CH3:14])[C:8](=[O:13])[CH2:7][CH2:6]2. The catalyst class is: 3. (2) Reactant: C(C(O[N:8]1[CH2:13][CH2:12][N:11]([C:14]2[CH:19]=[CH:18][CH:17]=[C:16]([CH2:20][OH:21])[CH:15]=2)[CH2:10][CH2:9]1)=O)(C)(C)C.[ClH:22]. Product: [ClH:22].[ClH:22].[OH:21][CH2:20][C:16]1[CH:15]=[C:14]([N:11]2[CH2:12][CH2:13][NH:8][CH2:9][CH2:10]2)[CH:19]=[CH:18][CH:17]=1. The catalyst class is: 12. (3) The catalyst class is: 4. Product: [CH3:8][O:9][C:10](=[O:40])[CH:11]([C:12]1[C:17]([CH3:18])=[CH:16][C:15]([N+:19]([O-:21])=[O:20])=[C:14]([CH:22]2[CH2:23][CH2:24]2)[C:13]=1[C:25]1[CH:26]=[C:27]2[C:32](=[CH:33][CH:34]=1)[O:31][CH2:30][CH2:29][CH2:28]2)[OH:35]. Reactant: FC(F)(F)C(O)=O.[CH3:8][O:9][C:10](=[O:40])[CH:11]([O:35]C(C)(C)C)[C:12]1[C:17]([CH3:18])=[CH:16][C:15]([N+:19]([O-:21])=[O:20])=[C:14]([CH:22]2[CH2:24][CH2:23]2)[C:13]=1[C:25]1[CH:26]=[C:27]2[C:32](=[CH:33][CH:34]=1)[O:31][CH2:30][CH2:29][CH2:28]2. (4) Reactant: [C:1]([O:5][C:6]([NH:8][CH2:9][C:10]1[CH:31]=[CH:30][C:13]2[N:14]([CH2:19][CH2:20][CH2:21][CH2:22][O:23][C:24](=[O:29])[C:25]([CH3:28])([CH3:27])[CH3:26])[C:15]([CH2:17]O)=[N:16][C:12]=2[CH:11]=1)=[O:7])([CH3:4])([CH3:3])[CH3:2].S(Cl)([Cl:34])=O. Product: [C:1]([O:5][C:6]([NH:8][CH2:9][C:10]1[CH:31]=[CH:30][C:13]2[N:14]([CH2:19][CH2:20][CH2:21][CH2:22][O:23][C:24](=[O:29])[C:25]([CH3:28])([CH3:27])[CH3:26])[C:15]([CH2:17][Cl:34])=[N:16][C:12]=2[CH:11]=1)=[O:7])([CH3:4])([CH3:3])[CH3:2]. The catalyst class is: 2. (5) Reactant: [C:1]([C:5]1[O:6][CH:7]=[CH:8][CH:9]=1)([CH3:4])([CH3:3])[CH3:2].C([Li])CCC.[C:15](=[O:17])=[O:16]. Product: [C:1]([C:5]1[O:6][C:7]([C:15]([OH:17])=[O:16])=[CH:8][CH:9]=1)([CH3:4])([CH3:3])[CH3:2]. The catalyst class is: 1. (6) Reactant: [Cl:1][C:2]1[C:3]([N:10]2[CH2:15][CH2:14][O:13][CH2:12][CH2:11]2)=[C:4]([CH:7]=[CH:8][CH:9]=1)[CH:5]=O.[N:16]1([C:22]([O:24][C:25]([CH3:28])([CH3:27])[CH3:26])=[O:23])[CH2:21][CH2:20][NH:19][CH2:18][CH2:17]1.ClCCCl.C(O[BH-](OC(=O)C)OC(=O)C)(=O)C.[Na+]. Product: [Cl:1][C:2]1[C:3]([N:10]2[CH2:15][CH2:14][O:13][CH2:12][CH2:11]2)=[C:4]([CH2:5][N:19]2[CH2:18][CH2:17][N:16]([C:22]([O:24][C:25]([CH3:28])([CH3:27])[CH3:26])=[O:23])[CH2:21][CH2:20]2)[CH:7]=[CH:8][CH:9]=1. The catalyst class is: 6. (7) Reactant: [C:1](/[C:3](=[CH:9]/OCC)/[C:4]([O:6][CH2:7][CH3:8])=[O:5])#[N:2].Cl.[CH:14]([NH:17][NH2:18])([CH3:16])[CH3:15].C([O-])([O-])=O.[Na+].[Na+]. Product: [NH2:2][C:1]1[N:17]([CH:14]([CH3:16])[CH3:15])[N:18]=[CH:9][C:3]=1[C:4]([O:6][CH2:7][CH3:8])=[O:5]. The catalyst class is: 14. (8) Reactant: [NH:1]1[C:9]2[C:4](=[CH:5][C:6]([NH:10][C:11]3[C:12]4[C:19]5[CH2:20][CH2:21][CH:22]([C:24]([OH:26])=O)[CH2:23][C:18]=5[S:17][C:13]=4[N:14]=[CH:15][N:16]=3)=[CH:7][CH:8]=2)[CH:3]=[N:2]1.[CH:27]([N:30](CC)C(C)C)(C)C.[Cl-].C[NH3+].C(P1(=O)OP(CCC)(=O)OP(CCC)(=O)O1)CC.C(P(OP(CCC)=O)=O)CC. Product: [NH:1]1[C:9]2[C:4](=[CH:5][C:6]([NH:10][C:11]3[C:12]4[C:19]5[CH2:20][CH2:21][CH:22]([C:24]([NH:30][CH3:27])=[O:26])[CH2:23][C:18]=5[S:17][C:13]=4[N:14]=[CH:15][N:16]=3)=[CH:7][CH:8]=2)[CH:3]=[N:2]1. The catalyst class is: 288. (9) Reactant: [NH2:1][C:2]1[CH:3]=[N:4][CH:5]=[C:6]([Br:8])[CH:7]=1.[F:9][C:10]1[CH:15]=[C:14]([F:16])[CH:13]=[CH:12][C:11]=1[S:17](Cl)(=[O:19])=[O:18]. Product: [Br:8][C:6]1[CH:7]=[C:2]([NH:1][S:17]([C:11]2[CH:12]=[CH:13][C:14]([F:16])=[CH:15][C:10]=2[F:9])(=[O:19])=[O:18])[CH:3]=[N:4][CH:5]=1. The catalyst class is: 17. (10) Reactant: CCN(C(C)C)C(C)C.[C:10]1([N:16]2[CH:20]=[C:19]([C:21]([OH:23])=O)[N:18]=[N:17]2)[CH:15]=[CH:14][CH:13]=[CH:12][CH:11]=1.C1C=CC2N(O)N=NC=2C=1.CCN=C=NCCCN(C)C.[ClH:45].[NH2:46][CH2:47][C:48]([N:50]1[CH2:55][CH2:54][CH:53]([O:56][C:57]2[CH:62]=[CH:61][CH:60]=[C:59](C(F)(F)F)[CH:58]=2)[CH2:52][CH2:51]1)=[O:49]. Product: [Cl:45][C:58]1[CH:59]=[CH:60][CH:61]=[CH:62][C:57]=1[O:56][CH:53]1[CH2:54][CH2:55][N:50]([C:48](=[O:49])[CH2:47][NH:46][C:21]([C:19]2[N:18]=[N:17][N:16]([C:10]3[CH:11]=[CH:12][CH:13]=[CH:14][CH:15]=3)[CH:20]=2)=[O:23])[CH2:51][CH2:52]1. The catalyst class is: 18.